This data is from Full USPTO retrosynthesis dataset with 1.9M reactions from patents (1976-2016). The task is: Predict the reactants needed to synthesize the given product. (1) Given the product [Cl:39][C:8]1[CH:9]=[C:10]([S:14][C:15]2[CH:20]=[C:19]([O:21][CH2:22][CH2:23][CH2:24][N:25]3[CH2:30][CH2:29][O:28][CH2:27][CH2:26]3)[CH:18]=[C:17]([C:31]#[C:32][CH2:33][O:34][CH3:35])[CH:16]=2)[CH:11]=[CH:12][C:7]=1[O:6][CH2:5][C:4]([OH:3])=[O:36], predict the reactants needed to synthesize it. The reactants are: C([O:3][C:4](=[O:36])[CH2:5][O:6][C:7]1[CH:12]=[C:11](Cl)[C:10]([S:14][C:15]2[CH:20]=[C:19]([O:21][CH2:22][CH2:23][CH2:24][N:25]3[CH2:30][CH2:29][O:28][CH2:27][CH2:26]3)[CH:18]=[C:17]([C:31]#[C:32][CH2:33][O:34][CH3:35])[CH:16]=2)=[CH:9][CH:8]=1)C.[OH-].[Na+].[ClH:39]. (2) Given the product [NH:31]1[C:32]2[C:28](=[CH:27][C:26]([NH:25][C:23]3[C:22]4[C:17](=[CH:18][CH:19]=[CH:20][CH:21]=4)[N:16]=[C:15]([C:11]4[CH:10]=[C:9]([NH:8][C:6]([C@H:2]5[CH2:3][CH2:4][CH2:5][NH:1]5)=[O:7])[CH:14]=[CH:13][CH:12]=4)[N:24]=3)=[CH:34][CH:33]=2)[CH:29]=[N:30]1, predict the reactants needed to synthesize it. The reactants are: [NH:1]1[CH2:5][CH2:4][CH2:3][C@@H:2]1[C:6]([NH:8][C:9]1[CH:10]=[C:11]([C:15]2[N:24]=[C:23]([NH:25][C:26]3[CH:27]=[C:28]4[C:32](=[CH:33][CH:34]=3)[N:31](C(OC(C)(C)C)=O)[N:30]=[CH:29]4)[C:22]3[C:17](=[CH:18][CH:19]=[CH:20][CH:21]=3)[N:16]=2)[CH:12]=[CH:13][CH:14]=1)=[O:7].C(O)(C(F)(F)F)=O. (3) Given the product [F:44][C:45]([F:50])([F:49])[C:46]([OH:48])=[O:47].[Cl:19][C:15]1[C:14]([F:20])=[C:13]([CH:12]2[C:11]([C:23]3[CH:28]=[CH:27][C:26]([Cl:29])=[CH:25][C:24]=3[F:30])([C:21]#[N:22])[CH:10]([CH2:31][C:32]([CH3:42])([CH3:43])[CH2:33][O:34][CH3:45])[NH:9][CH:8]2[C:6]([OH:5])=[O:7])[CH:18]=[CH:17][CH:16]=1, predict the reactants needed to synthesize it. The reactants are: C([O:5][C:6]([CH:8]1[CH:12]([C:13]2[CH:18]=[CH:17][CH:16]=[C:15]([Cl:19])[C:14]=2[F:20])[C:11]([C:23]2[CH:28]=[CH:27][C:26]([Cl:29])=[CH:25][C:24]=2[F:30])([C:21]#[N:22])[CH:10]([CH2:31][C:32]([CH3:43])([CH3:42])[CH2:33][O:34][Si](C(C)(C)C)(C)C)[NH:9]1)=[O:7])(C)(C)C.[F:44][C:45]([F:50])([F:49])[C:46]([OH:48])=[O:47]. (4) Given the product [NH2:1][C:2]1[C:7]([CH:8]2[NH:10][C:11]3[CH:20]=[CH:19][CH:18]=[C:13]([C:14]([O:16][CH3:17])=[O:15])[C:12]=3[O:9]2)=[CH:6][CH:5]=[CH:4][N:3]=1, predict the reactants needed to synthesize it. The reactants are: [NH2:1][C:2]1[C:7]([CH:8]=[O:9])=[CH:6][CH:5]=[CH:4][N:3]=1.[NH2:10][C:11]1[C:12](O)=[C:13]([CH:18]=[CH:19][CH:20]=1)[C:14]([O:16][CH3:17])=[O:15].